Dataset: Reaction yield outcomes from USPTO patents with 853,638 reactions. Task: Predict the reaction yield, written as a fraction of the theoretical maximum amount of product (1.0 means a 100% yield; for example, 0.34 means a 34% yield). (1) The reactants are Br[C:2]1[CH:3]=[C:4]2[C:10]([C:11]3[C:12]([CH3:25])=[N:13][N:14]([CH2:17][C:18]4[CH:23]=[CH:22][CH:21]=[C:20]([F:24])[CH:19]=4)[C:15]=3[CH3:16])=[CH:9][N:8]([S:26]([C:29]3[CH:35]=[CH:34][C:32]([CH3:33])=[CH:31][CH:30]=3)(=[O:28])=[O:27])[C:5]2=[N:6][CH:7]=1.CO[C:38]1[CH:68]=[CH:67][C:41]([O:42][CH2:43][CH2:44][CH2:45][O:46][C:47]2[CH:52]=[CH:51][C:50](B3OC(C)(C)C(C)(C)O3)=[CH:49][C:48]=2[NH:62][S:63]([CH3:66])(=[O:65])=[O:64])=[CH:40][CH:39]=1.[C:69](=[O:72])([O-])[O-].[Na+].[Na+].[CH3:75]OCCOC.O. No catalyst specified. The product is [F:24][C:20]1[CH:19]=[C:18]([CH:23]=[CH:22][CH:21]=1)[CH2:17][N:14]1[C:15]([CH3:16])=[C:11]([C:10]2[C:4]3[C:5](=[N:6][CH:7]=[C:2]([C:50]4[CH:51]=[CH:52][C:47]([O:46][CH2:45][CH2:44][CH2:43][O:42][CH2:41][C:40]5[CH:39]=[CH:38][C:68]([O:72][CH3:69])=[CH:67][CH:75]=5)=[C:48]([NH:62][S:63]([CH3:66])(=[O:64])=[O:65])[CH:49]=4)[CH:3]=3)[N:8]([S:26]([C:29]3[CH:35]=[CH:34][C:32]([CH3:33])=[CH:31][CH:30]=3)(=[O:27])=[O:28])[CH:9]=2)[C:12]([CH3:25])=[N:13]1. The yield is 0.410. (2) The reactants are [NH2:1][C@H:2]([C:13]([OH:15])=[O:14])[CH2:3][C:4]1[C:12]2[C:7](=[CH:8][CH:9]=[CH:10][CH:11]=2)[NH:6][CH:5]=1.S(Cl)(Cl)=O. The catalyst is C(O)CCC. The product is [CH2:13]([O:14][C:13](=[O:15])[C@H:2]([CH2:3][C:4]1[C:12]2[C:7](=[CH:8][CH:9]=[CH:10][CH:11]=2)[NH:6][CH:5]=1)[NH2:1])[CH2:2][CH2:3][CH3:4]. The yield is 0.910. (3) The reactants are [N:1]1[CH:6]=[CH:5][CH:4]=[CH:3][C:2]=1[C:7]1[CH:11]=[C:10]([CH:12]2[CH2:16][CH2:15][CH2:14][NH:13]2)[O:9][N:8]=1.[C:17]([O:21][C:22]([NH:24][C:25]([NH:34][C:35]([O:37][C:38]([CH3:41])([CH3:40])[CH3:39])=[O:36])=NS(C(F)(F)F)(=O)=O)=[O:23])([CH3:20])([CH3:19])[CH3:18].C(N(CC)CC)C. The catalyst is C(Cl)Cl. The product is [C:38]([O:37][C:35]([NH:34][C:25]([N:13]1[CH2:14][CH2:15][CH2:16][CH:12]1[C:10]1[O:9][N:8]=[C:7]([C:2]2[CH:3]=[CH:4][CH:5]=[CH:6][N:1]=2)[CH:11]=1)=[N:24][C:22]([O:21][C:17]([CH3:20])([CH3:19])[CH3:18])=[O:23])=[O:36])([CH3:41])([CH3:40])[CH3:39]. The yield is 0.700.